The task is: Predict the reaction yield, written as a fraction of the theoretical maximum amount of product (1.0 means a 100% yield; for example, 0.34 means a 34% yield).. This data is from Reaction yield outcomes from USPTO patents with 853,638 reactions. (1) The reactants are [N+:1]([C:4]1[CH:9]=[CH:8][C:7]([OH:10])=[CH:6][CH:5]=1)([O-:3])=[O:2].[H-].[Na+].Br[CH2:14][C:15]([OH:17])=[O:16].Cl. The catalyst is O1CCCC1. The product is [N+:1]([C:4]1[CH:9]=[CH:8][C:7]([O:10][CH2:14][C:15]([OH:17])=[O:16])=[CH:6][CH:5]=1)([O-:3])=[O:2]. The yield is 0.450. (2) The reactants are C([NH:9][C:10]([NH:12][CH2:13][C:14]([F:17])([F:16])[F:15])=[S:11])(=O)C1C=CC=CC=1.C(=O)([O-])[O-].[K+].[K+]. The catalyst is CO.O. The product is [F:15][C:14]([F:17])([F:16])[CH2:13][NH:12][C:10]([NH2:9])=[S:11]. The yield is 0.660. (3) The product is [C:30]([OH:37])(=[O:36])/[CH:31]=[CH:32]/[C:33]([OH:35])=[O:34].[O:24]1[CH:25]=[CH:26][CH:27]=[C:23]1[C:15]1[N:16]=[C:17]([NH:19][C:20](=[O:22])[CH3:21])[S:18][C:14]=1[N:11]1[CH2:10][CH2:9][NH:8][CH2:13][CH2:12]1. The reactants are C([N:8]1[CH2:13][CH2:12][N:11]([C:14]2[S:18][C:17]([NH:19][C:20](=[O:22])[CH3:21])=[N:16][C:15]=2[C:23]2[O:24][CH:25]=[CH:26][CH:27]=2)[CH2:10][CH2:9]1)C1C=CC=CC=1.[H][H].[C:30]([OH:37])(=[O:36])/[CH:31]=[CH:32]/[C:33]([OH:35])=[O:34]. The catalyst is CO.C(O)C.[C].[Pd]. The yield is 0.140. (4) The reactants are [C:1](OC(=O)C)(=[O:3])[CH3:2].[NH2:8][C:9]1[N:14]=[C:13]([N:15]2[C:23]3[CH:22]=[CH:21][CH:20]=[C:19]([C:24]([NH:26][CH2:27][C:28]4[CH:33]=[CH:32][CH:31]=[C:30]([O:34][CH3:35])[CH:29]=4)=[O:25])[C:18]=3[CH:17]=[CH:16]2)[CH:12]=[CH:11][N:10]=1. The product is [C:1]([NH:8][C:9]1[N:14]=[C:13]([N:15]2[C:23]3[CH:22]=[CH:21][CH:20]=[C:19]([C:24]([NH:26][CH2:27][C:28]4[CH:33]=[CH:32][CH:31]=[C:30]([O:34][CH3:35])[CH:29]=4)=[O:25])[C:18]=3[CH:17]=[CH:16]2)[CH:12]=[CH:11][N:10]=1)(=[O:3])[CH3:2]. The yield is 0.390. No catalyst specified. (5) The reactants are [CH2:1]([O:13][CH2:14][C@H:15]([CH2:17][OH:18])[OH:16])[CH2:2][CH2:3][CH2:4][CH2:5][CH2:6][CH2:7][CH2:8][CH2:9][CH2:10][CH2:11][CH3:12].[C:19]1([C:25]([C:33]2[CH:38]=[CH:37][CH:36]=[CH:35][CH:34]=2)([C:27]2[CH:32]=[CH:31][CH:30]=[CH:29][CH:28]=2)Cl)[CH:24]=[CH:23][CH:22]=[CH:21][CH:20]=1.O1CCCC1.C(#N)C. The catalyst is C(N(CC)CC)C. The product is [CH2:1]([O:13][CH2:14][C@H:15]([CH2:17][O:18][C:25]([C:19]1[CH:24]=[CH:23][CH:22]=[CH:21][CH:20]=1)([C:33]1[CH:34]=[CH:35][CH:36]=[CH:37][CH:38]=1)[C:27]1[CH:28]=[CH:29][CH:30]=[CH:31][CH:32]=1)[OH:16])[CH2:2][CH2:3][CH2:4][CH2:5][CH2:6][CH2:7][CH2:8][CH2:9][CH2:10][CH2:11][CH3:12]. The yield is 0.485. (6) The reactants are COC(OC)[N:4]([CH3:6])[CH3:5].[CH3:9][C:10]1[CH:11]=[CH:12][N:13]=C2[C:24](=[O:25])[C:23]3[CH:22]=[CH:21][CH:20]=[CH:19][C:18]=3[C:16](=O)[C:15]=12.[Cl-].[NH4+].C(O)(=O)C. The catalyst is CN(C)C=O. The product is [CH:20]1[CH:21]=[CH:22][C:23]2[C:24](=[O:25])[C:5]3[C:15]4[C:10]([CH:9]=[CH:6][N:4]=3)=[CH:11][CH:12]=[N:13][C:16]=4[C:18]=2[CH:19]=1. The yield is 0.790. (7) The reactants are Br[C:2]1[CH:3]=[C:4]([CH:7]=[CH:8][C:9]=1[O:10][CH3:11])[C:5]#[N:6].C([Mg]Cl)(C)C.[Li+].[Cl-].[N:19]([C:28]([O:30][C:31]([CH3:34])([CH3:33])[CH3:32])=[O:29])=[N:20][C:21]([O:23][C:24]([CH3:27])([CH3:26])[CH3:25])=[O:22]. The product is [C:5]([C:4]1[CH:7]=[CH:8][C:9]([O:10][CH3:11])=[C:2]([N:19]([C:28]([O:30][C:31]([CH3:34])([CH3:33])[CH3:32])=[O:29])[NH:20][C:21]([O:23][C:24]([CH3:25])([CH3:26])[CH3:27])=[O:22])[CH:3]=1)#[N:6]. The catalyst is C1COCC1.[NH4+].[Cl-]. The yield is 0.641.